This data is from Forward reaction prediction with 1.9M reactions from USPTO patents (1976-2016). The task is: Predict the product of the given reaction. (1) Given the reactants [F:1][C:2]1([F:27])[CH2:4][CH:3]1[CH2:5][N:6]1[C:10]2[CH:11]=[CH:12][C:13](B3OC(C)(C)C(C)(C)O3)=[CH:14][C:9]=2[N:8]([CH3:24])[S:7]1(=[O:26])=[O:25].Cl[C:29]1[N:34]=[C:33]([C:35]([O:37][CH2:38][CH3:39])=[O:36])[CH:32]=[CH:31][C:30]=1[CH3:40].P([O-])([O-])([O-])=O.[K+].[K+].[K+].COC1C=CC=C(OC)C=1C1C=CC=CC=1P(C1CCCCC1)C1CCCCC1, predict the reaction product. The product is: [F:1][C:2]1([F:27])[CH2:4][CH:3]1[CH2:5][N:6]1[C:10]2[CH:11]=[CH:12][C:13]([C:29]3[N:34]=[C:33]([C:35]([O:37][CH2:38][CH3:39])=[O:36])[CH:32]=[CH:31][C:30]=3[CH3:40])=[CH:14][C:9]=2[N:8]([CH3:24])[S:7]1(=[O:25])=[O:26]. (2) Given the reactants [N+:1]1([O-])[C:10]2[C:5](=[CH:6][CH:7]=[CH:8][C:9]=2[OH:11])[CH:4]=[CH:3][CH:2]=1.[CH2:13]([OH:15])[CH3:14].C(OC(=O)C)(=[O:18])C, predict the reaction product. The product is: [C:13]([O:11][C:9]1[CH:8]=[CH:7][CH:6]=[C:5]2[C:10]=1[N:1]=[C:2]([OH:18])[CH:3]=[CH:4]2)(=[O:15])[CH3:14]. (3) Given the reactants [CH:1]([O:4][C:5]([N:7]1[CH2:12][CH2:11][CH:10]([O:13][C:14]2[C:19]([C:20]#[N:21])=[C:18]([NH:22][C:23]3[CH:28]=[CH:27][C:26](I)=[CH:25][C:24]=3[F:30])[N:17]=[CH:16][N:15]=2)[CH2:9][CH2:8]1)=[O:6])([CH3:3])[CH3:2].[CH2:31]([OH:34])[CH2:32][CH3:33].N1C2C(=CC=C3C=2N=CC=C3)C=CC=1.C(=O)([O-])[O-].[Cs+].[Cs+], predict the reaction product. The product is: [CH:1]([O:4][C:5]([N:7]1[CH2:12][CH2:11][CH:10]([O:13][C:14]2[C:19]([C:20]#[N:21])=[C:18]([NH:22][C:23]3[CH:28]=[CH:27][C:26]([O:34][CH2:31][CH2:32][CH3:33])=[CH:25][C:24]=3[F:30])[N:17]=[CH:16][N:15]=2)[CH2:9][CH2:8]1)=[O:6])([CH3:3])[CH3:2]. (4) Given the reactants COC[O:4][C:5]1[CH:10]=[CH:9][C:8]([C:11]2[N:16]=[C:15]3[N:17](C4CCCCO4)[N:18]=[C:19]([CH3:20])[C:14]3=[C:13]([CH2:27][N:28]3[CH2:33][CH2:32][NH:31][C@H:30]([CH2:34][C:35]([F:38])([F:37])[F:36])[CH2:29]3)[CH:12]=2)=[CH:7][CH:6]=1.Cl, predict the reaction product. The product is: [CH3:20][C:19]1[C:14]2[C:15](=[N:16][C:11]([C:8]3[CH:7]=[CH:6][C:5]([OH:4])=[CH:10][CH:9]=3)=[CH:12][C:13]=2[CH2:27][N:28]2[CH2:33][CH2:32][NH:31][C@H:30]([CH2:34][C:35]([F:38])([F:37])[F:36])[CH2:29]2)[NH:17][N:18]=1. (5) Given the reactants [CH3:1][C:2](=[CH2:19])[CH2:3][O:4][CH:5]1[C:10](=O)[CH2:9][CH2:8][N:7]([C:12]([O:14][C:15]([CH3:18])([CH3:17])[CH3:16])=[O:13])[CH2:6]1.[CH2:20]([NH2:27])[C:21]1[CH:26]=[CH:25][CH:24]=[CH:23][CH:22]=1.C(O[BH-](OC(=O)C)OC(=O)C)(=O)C.[Na+], predict the reaction product. The product is: [CH2:20]([NH:27][C@H:10]1[CH2:9][CH2:8][N:7]([C:12]([O:14][C:15]([CH3:18])([CH3:17])[CH3:16])=[O:13])[CH2:6][C@H:5]1[O:4][CH2:3][C:2]([CH3:1])=[CH2:19])[C:21]1[CH:26]=[CH:25][CH:24]=[CH:23][CH:22]=1. (6) The product is: [Br:1][C:2]1[CH:7]=[CH:6][C:5]([S:32]([CH3:17])(=[O:36])=[O:34])=[CH:4][C:3]=1[O:10][CH2:11][C:12]([F:13])([F:15])[F:14]. Given the reactants [Br:1][C:2]1[CH:7]=[CH:6][C:5](SC)=[CH:4][C:3]=1[O:10][CH2:11][C:12]([F:15])([F:14])[F:13].Cl[C:17]1C=C(C(OO)=O)C=CC=1.C(=O)(O)[O-].[Na+].[S:32]([O-:36])([O-])(=[O:34])=S.[Na+].[Na+], predict the reaction product. (7) Given the reactants [C:1]1(=[O:9])[CH2:8][CH2:7][CH2:6][CH2:5][CH2:4][CH2:3][CH2:2]1.[CH2:10](Cl)[C:11](=[CH2:13])[CH3:12], predict the reaction product. The product is: [CH2:12]([CH:2]1[CH2:3][CH2:4][CH2:5][CH2:6][CH2:7][CH2:8][C:1]1=[O:9])[C:11](=[CH2:10])[CH3:13]. (8) Given the reactants [F:1][C:2]([F:36])([F:35])[C:3]1[CH:4]=[C:5]([CH:32]=[CH:33][CH:34]=1)[CH2:6][O:7][C:8]1[CH:31]=[CH:30][C:11]([NH:12][C:13]2[C:22]3[C:17](=[CH:18][CH:19]=[C:20]([C:23]4[O:27][C:26]([CH:28]=O)=[CH:25][CH:24]=4)[CH:21]=3)[N:16]=[CH:15][N:14]=2)=[CH:10][CH:9]=1.[CH3:37][S:38]([CH2:41][CH2:42][NH2:43])(=[O:40])=[O:39], predict the reaction product. The product is: [CH3:37][S:38]([CH2:41][CH2:42][NH:43][CH2:28][C:26]1[O:27][C:23]([C:20]2[CH:21]=[C:22]3[C:17](=[CH:18][CH:19]=2)[N:16]=[CH:15][N:14]=[C:13]3[NH:12][C:11]2[CH:10]=[CH:9][C:8]([O:7][CH2:6][C:5]3[CH:32]=[CH:33][CH:34]=[C:3]([C:2]([F:36])([F:1])[F:35])[CH:4]=3)=[CH:31][CH:30]=2)=[CH:24][CH:25]=1)(=[O:40])=[O:39]. (9) Given the reactants [CH2:1]([C:9]1[NH:10][C:11]2[C:16]([CH:17]=1)=[CH:15][C:14]([C:18]#[N:19])=[CH:13][CH:12]=2)[CH2:2][CH2:3][CH2:4][CH2:5][CH2:6][CH2:7][CH3:8].[H-].[Na+].I[CH3:23], predict the reaction product. The product is: [CH3:23][N:10]1[C:11]2[C:16](=[CH:15][C:14]([C:18]#[N:19])=[CH:13][CH:12]=2)[CH:17]=[C:9]1[CH2:1][CH2:2][CH2:3][CH2:4][CH2:5][CH2:6][CH2:7][CH3:8]. (10) Given the reactants FC(F)(F)C([NH:5][CH2:6][C:7]1[CH:12]=[CH:11][C:10]([OH:13])=[CH:9][CH:8]=1)=O.[OH-].[Na+].Cl.C(=O)(O)[O-].[Na+].[C:35]([O:34][C:32](O[C:32]([O:34][C:35]([CH3:38])([CH3:37])[CH3:36])=[O:33])=[O:33])([CH3:38])([CH3:37])[CH3:36], predict the reaction product. The product is: [C:35]([O:34][C:32](=[O:33])[NH:5][CH2:6][C:7]1[CH:12]=[CH:11][C:10]([OH:13])=[CH:9][CH:8]=1)([CH3:36])([CH3:37])[CH3:38].